From a dataset of Tyrosyl-DNA phosphodiesterase HTS with 341,365 compounds. Binary Classification. Given a drug SMILES string, predict its activity (active/inactive) in a high-throughput screening assay against a specified biological target. (1) The molecule is S(=O)(=O)(N1CCc2c1cccc2)c1cc(C(=O)N2CCN(CC2)c2ncccc2)ccc1. The result is 0 (inactive). (2) The compound is s1c(NC(=O)COC(=O)/C=C\c2c([N+]([O-])=O)cccc2)c(cc1)C(=O)N. The result is 0 (inactive). (3) The compound is Clc1c(CNC(=O)c2nnn(Cc3c(ccc(c3)C)C)c2N)ccc(Cl)c1. The result is 0 (inactive). (4) The result is 0 (inactive). The compound is Brc1cc(c(OC)cc1)c1nc(on1)COC. (5) The result is 0 (inactive). The drug is S1(=O)(=O)CCN(CC1)CC(=O)NNC(=O)C1CCCCC1.